From a dataset of Forward reaction prediction with 1.9M reactions from USPTO patents (1976-2016). Predict the product of the given reaction. (1) Given the reactants [CH2:1]([O:3][C:4]([C:6]1[S:10][C:9]([C:11]2[CH:16]=[CH:15][C:14]([O:17][C:18]3[CH:23]=[CH:22][CH:21]=[CH:20][CH:19]=3)=[CH:13][CH:12]=2)=[N:8][C:7]=1[CH3:24])=[O:5])[CH3:2].[Br:25]N1C(=O)CCC1=O, predict the reaction product. The product is: [CH2:1]([O:3][C:4]([C:6]1[S:10][C:9]([C:11]2[CH:16]=[CH:15][C:14]([O:17][C:18]3[CH:23]=[CH:22][CH:21]=[CH:20][CH:19]=3)=[CH:13][CH:12]=2)=[N:8][C:7]=1[CH2:24][Br:25])=[O:5])[CH3:2]. (2) Given the reactants [NH2:1][C:2]1[CH:9]=[C:8]([NH2:10])[CH:7]=[CH:6][C:3]=1[CH:4]=O.[C:11]([O:16][CH3:17])(=[O:15])[C:12]([CH3:14])=O.N1CCCCC1, predict the reaction product. The product is: [CH3:17][O:16][C:11]([C:12]1[CH:14]=[CH:4][C:3]2[C:2](=[CH:9][C:8]([NH2:10])=[CH:7][CH:6]=2)[N:1]=1)=[O:15].